Dataset: Forward reaction prediction with 1.9M reactions from USPTO patents (1976-2016). Task: Predict the product of the given reaction. (1) Given the reactants [F:1][C:2]([F:7])([F:6])[C:3]([OH:5])=[O:4].[F:8][C:9]([F:14])([F:13])[C:10]([OH:12])=[O:11].[F:15][C:16]([F:21])([F:20])[C:17]([OH:19])=[O:18].[Cl:22][C:23]1[CH:24]=[N:25][C:26]2[NH:27][C:28]3[CH:29]=[N:30][CH:31]=[C:32]([CH:51]=3)[CH2:33][CH2:34][C:35]3[CH:43]=[C:39]([NH:40][C:41]=1[N:42]=2)[CH:38]=[CH:37][C:36]=3[NH:44][CH:45]1[CH2:50][CH2:49][NH:48][CH2:47][CH2:46]1.[C:52]1([CH2:58][C:59](Cl)=[O:60])[CH:57]=[CH:56][CH:55]=[CH:54][CH:53]=1, predict the reaction product. The product is: [F:1][C:2]([F:7])([F:6])[C:3]([OH:5])=[O:4].[F:8][C:9]([F:14])([F:13])[C:10]([OH:12])=[O:11].[F:15][C:16]([F:21])([F:20])[C:17]([OH:19])=[O:18].[Cl:22][C:23]1[CH:24]=[N:25][C:26]2[NH:27][C:28]3[CH:29]=[N:30][CH:31]=[C:32]([CH:51]=3)[CH2:33][CH2:34][C:35]3[CH:43]=[C:39]([NH:40][C:41]=1[N:42]=2)[CH:38]=[CH:37][C:36]=3[NH:44][CH:45]1[CH2:46][CH2:47][N:48]([C:59](=[O:60])[CH2:58][C:52]2[CH:57]=[CH:56][CH:55]=[CH:54][CH:53]=2)[CH2:49][CH2:50]1. (2) Given the reactants C1([C@@H](NC2C=C(C3C=CC=C4C=3C=CC=N4)N=CC=2N)C)C=CC=CC=1.[C:27]1([C@@H:33]([N:35]2[C:43]3[CH:42]=[C:41]([C:44]4[CH:53]=[CH:52][CH:51]=[C:50]5[C:45]=4[CH:46]=[CH:47][CH:48]=[N:49]5)[N:40]=[CH:39][C:38]=3[NH:37][C:36]2=[O:54])[CH3:34])[CH:32]=[CH:31][CH:30]=[CH:29][CH:28]=1.NC(N)=O.O, predict the reaction product. The product is: [C:27]1([C@@H:33]([N:35]2[C:43]3[CH:42]=[C:41]([C:44]4[CH:53]=[CH:52][CH:51]=[C:50]5[C:45]=4[CH:46]=[CH:47][CH:48]=[N:49]5)[N:40]=[CH:39][C:38]=3[NH:37][C:36]2=[O:54])[CH3:34])[CH:28]=[CH:29][CH:30]=[CH:31][CH:32]=1. (3) The product is: [CH2:1]([O:3][C:4]([C:6]1[N:15]([C@H:32]([CH3:34])[CH2:33][NH:29][C:27]([O:26][C:22]([CH3:25])([CH3:24])[CH3:23])=[O:28])[C:9]2=[N:10][C:11]([Cl:14])=[CH:12][CH:13]=[C:8]2[CH:7]=1)=[O:5])[CH3:2]. Given the reactants [CH2:1]([O:3][C:4]([C:6]1[NH:15][C:9]2=[N:10][C:11]([Cl:14])=[CH:12][CH:13]=[C:8]2[CH:7]=1)=[O:5])[CH3:2].CC(C)([O-])C.[K+].[C:22]([O:26][C:27]([N:29]1[CH2:33][C@H:32]([CH3:34])OS1(=O)=O)=[O:28])([CH3:25])([CH3:24])[CH3:23], predict the reaction product.